From a dataset of Catalyst prediction with 721,799 reactions and 888 catalyst types from USPTO. Predict which catalyst facilitates the given reaction. (1) Reactant: [CH3:1][C:2]1[N:6]([CH2:7][C:8]2[CH:13]=[CH:12][C:11]([CH3:14])=[CH:10][CH:9]=2)[N:5]=[C:4]([C:15]2[O:19][N:18]=[C:17]([C:20]3[CH:25]=[CH:24][C:23]([CH2:26]O)=[CH:22][CH:21]=3)[N:16]=2)[CH:3]=1.[Br:28]C(Br)(Br)Br.C1(P(C2C=CC=CC=2)C2C=CC=CC=2)C=CC=CC=1. Product: [Br:28][CH2:26][C:23]1[CH:24]=[CH:25][C:20]([C:17]2[N:16]=[C:15]([C:4]3[CH:3]=[C:2]([CH3:1])[N:6]([CH2:7][C:8]4[CH:13]=[CH:12][C:11]([CH3:14])=[CH:10][CH:9]=4)[N:5]=3)[O:19][N:18]=2)=[CH:21][CH:22]=1. The catalyst class is: 4. (2) Reactant: C([O:8][N:9]1[C:14]2[N:15]=[C:16]([CH3:19])[N:17]=[CH:18][C:13]=2[C:12]([NH:20][CH2:21][C:22]2[CH:27]=[CH:26][C:25]([O:28][CH3:29])=[CH:24][CH:23]=2)=[CH:11][C:10]1=[O:30])C1C=CC=CC=1.[H][H]. Product: [OH:8][N:9]1[C:14]2[N:15]=[C:16]([CH3:19])[N:17]=[CH:18][C:13]=2[C:12]([NH:20][CH2:21][C:22]2[CH:27]=[CH:26][C:25]([O:28][CH3:29])=[CH:24][CH:23]=2)=[CH:11][C:10]1=[O:30]. The catalyst class is: 352. (3) Reactant: CN(C=O)C.[C:6]([Cl:11])(=O)[C:7](Cl)=O.[I:12][C:13]1[CH:22]=CC2[C:15](=[CH:16][NH:17][C:18](=O)[N:19]=2)[CH:14]=1. Product: [I:12][C:13]1[CH:22]=[C:7]2[C:16](=[CH:15][CH:14]=1)[N:17]=[CH:18][N:19]=[C:6]2[Cl:11]. The catalyst class is: 26. (4) Reactant: [NH:1]1[CH2:6][CH2:5][CH:4]([OH:7])[CH2:3][CH2:2]1.Br[CH2:9][C:10]([O:12][CH2:13][C:14]1[CH:19]=[CH:18][CH:17]=[CH:16][CH:15]=1)=[O:11].C(N(CC)CC)C.O. Product: [OH:7][CH:4]1[CH2:5][CH2:6][N:1]([CH2:9][C:10]([O:12][CH2:13][C:14]2[CH:19]=[CH:18][CH:17]=[CH:16][CH:15]=2)=[O:11])[CH2:2][CH2:3]1. The catalyst class is: 4. (5) Reactant: [F:1][C:2]1[CH:17]=[CH:16][CH:15]=[CH:14][C:3]=1[CH2:4][O:5][C@@H:6]([CH:11]([CH3:13])[CH3:12])[C:7](OC)=[O:8]. Product: [F:1][C:2]1[CH:17]=[CH:16][CH:15]=[CH:14][C:3]=1[CH2:4][O:5][C@@H:6]([CH:11]([CH3:12])[CH3:13])[CH:7]=[O:8]. The catalyst class is: 2.